This data is from Forward reaction prediction with 1.9M reactions from USPTO patents (1976-2016). The task is: Predict the product of the given reaction. (1) The product is: [C:14]([C:15]1[C:16](=[O:17])[NH:1][C:2]2[C:3]([CH:4]=1)=[CH:6][C:7]([Cl:10])=[CH:8][N:9]=2)(=[O:13])[CH3:19]. Given the reactants [NH2:1][C:2]1[N:9]=[CH:8][C:7]([Cl:10])=[CH:6][C:3]=1[CH:4]=O.CC1(C)[O:17][C:16](=O)[CH:15]=[C:14]([CH3:19])[O:13]1, predict the reaction product. (2) Given the reactants [Br:1][C:2]1[CH:3]=[CH:4][C:5]([N+:17]([O-])=O)=[C:6]([NH:8][C:9]2[CH:16]=[CH:15][C:12]([C:13]#[N:14])=[CH:11][CH:10]=2)[CH:7]=1.Cl[Sn]Cl.O, predict the reaction product. The product is: [NH2:17][C:5]1[CH:4]=[CH:3][C:2]([Br:1])=[CH:7][C:6]=1[NH:8][C:9]1[CH:16]=[CH:15][C:12]([C:13]#[N:14])=[CH:11][CH:10]=1. (3) Given the reactants CC(C)([O-])C.[K+].C1(C)C=CC(S([CH2:16][N+:17]#[C-])(=O)=O)=CC=1.[Br:20][C:21]1[CH:28]=[CH:27][C:24]([CH:25]=O)=[C:23]([O:29][CH3:30])[CH:22]=1.CO, predict the reaction product. The product is: [Br:20][C:21]1[CH:28]=[CH:27][C:24]([CH2:25][C:16]#[N:17])=[C:23]([O:29][CH3:30])[CH:22]=1. (4) The product is: [C:30]([O:29][C:27]([N:24]1[CH:25]=[CH:26][C:22]([C:4]2[C:5]3[O:9][C:8]([C:10](=[O:12])[CH3:11])=[C:7]([CH2:13][C:14]4[CH:19]=[CH:18][CH:17]=[C:16]([F:20])[CH:15]=4)[C:6]=3[CH:21]=[C:2]([F:1])[CH:3]=2)=[CH:23]1)=[O:28])([CH3:33])([CH3:32])[CH3:31]. Given the reactants [F:1][C:2]1[CH:3]=[C:4]([C:22]2[CH:26]=[CH:25][NH:24][CH:23]=2)[C:5]2[O:9][C:8]([C:10](=[O:12])[CH3:11])=[C:7]([CH2:13][C:14]3[CH:19]=[CH:18][CH:17]=[C:16]([F:20])[CH:15]=3)[C:6]=2[CH:21]=1.[C:27](O[C:27]([O:29][C:30]([CH3:33])([CH3:32])[CH3:31])=[O:28])([O:29][C:30]([CH3:33])([CH3:32])[CH3:31])=[O:28], predict the reaction product. (5) The product is: [CH2:1]([N:8]1[C:17]2[C:12](=[CH:13][C:14]([C:18]3[CH:23]=[CH:22][C:21]([F:24])=[CH:20][CH:19]=3)=[CH:15][CH:16]=2)[CH2:11][C:10]([NH:26][S:27]([C:30]2[CH:35]=[CH:34][CH:33]=[CH:32][CH:31]=2)(=[O:29])=[O:28])([CH3:25])[CH2:9]1)[C:2]1[CH:3]=[CH:4][CH:5]=[CH:6][CH:7]=1. Given the reactants [CH2:1]([N:8]1[C:17]2[C:12](=[CH:13][C:14]([C:18]3[CH:23]=[CH:22][C:21]([F:24])=[CH:20][CH:19]=3)=[CH:15][CH:16]=2)[CH2:11][C:10]([NH:26][S:27]([C:30]2[CH:35]=[CH:34][CH:33]=[CH:32][CH:31]=2)(=[O:29])=[O:28])([CH3:25])[C:9]1=O)[C:2]1[CH:7]=[CH:6][CH:5]=[CH:4][CH:3]=1.B.C1COCC1, predict the reaction product. (6) Given the reactants [CH3:1][S:2]([O:5][C:6]1[CH:11]=[CH:10][CH:9]=[C:8]([C:12]2([C:20]3[CH:25]=[CH:24][C:23]([F:26])=[C:22](Br)[CH:21]=3)[C:16](=[O:17])[N:15]([CH3:18])[C:14]([NH2:19])=[N:13]2)[CH:7]=1)(=[O:4])=[O:3].[CH3:28][O:29][C:30]1[CH:35]=[CH:34][N:33]=[C:32]([Sn](CCCC)(CCCC)CCCC)[N:31]=1, predict the reaction product. The product is: [CH3:1][S:2]([O:5][C:6]1[CH:11]=[CH:10][CH:9]=[C:8]([C:12]2([C:20]3[CH:25]=[CH:24][C:23]([F:26])=[C:22]([C:32]4[N:31]=[C:30]([O:29][CH3:28])[CH:35]=[CH:34][N:33]=4)[CH:21]=3)[C:16](=[O:17])[N:15]([CH3:18])[C:14]([NH2:19])=[N:13]2)[CH:7]=1)(=[O:4])=[O:3]. (7) Given the reactants C(OC(=O)N([CH:9]([CH:24]([CH3:26])[CH3:25])[CH:10]=[C:11]([CH3:23])[C:12]([C:14]1[N:15]([CH2:19][O:20][CH2:21][CH3:22])[CH:16]=[CH:17][N:18]=1)=[O:13])C)(C)(C)C.[C:28]([O:32][C:33]([NH:35][CH:36]([C:40]([CH3:43])([CH3:42])[CH3:41])[C:37]([OH:39])=O)=[O:34])([CH3:31])([CH3:30])[CH3:29].[CH2:44](OP(ON1C(=O)C2C=CC=CC=2N=N1)(OCC)=O)C.C(N(CC)CC)C, predict the reaction product. The product is: [C:28]([O:32][C:33](=[O:34])[NH:35][CH:36]([C:37]([CH2:44][CH:9]([CH:24]([CH3:25])[CH3:26])[CH:10]=[C:11]([CH3:23])[C:12]([C:14]1[N:15]([CH2:19][O:20][CH2:21][CH3:22])[CH:16]=[CH:17][N:18]=1)=[O:13])=[O:39])[C:40]([CH3:43])([CH3:42])[CH3:41])([CH3:29])([CH3:30])[CH3:31]. (8) Given the reactants [OH-].[Na+].CO[C:5](=[O:27])[C:6]1[CH:11]=[C:10]([O:12][CH:13]([CH3:15])[CH3:14])[CH:9]=[C:8]([O:16][C:17]2[CH:22]=[CH:21][C:20]([S:23]([CH3:26])(=[O:25])=[O:24])=[CH:19][CH:18]=2)[CH:7]=1.Cl.[NH2:29][C:30]1[S:31][CH:32]=[C:33]([CH3:35])[N:34]=1.O.ON1C2C=CC=CC=2N=N1.Cl.CN(C)CCCN=C=NCC, predict the reaction product. The product is: [CH:13]([O:12][C:10]1[CH:9]=[C:8]([O:16][C:17]2[CH:22]=[CH:21][C:20]([S:23]([CH3:26])(=[O:24])=[O:25])=[CH:19][CH:18]=2)[CH:7]=[C:6]([CH:11]=1)[C:5]([NH:29][C:30]1[S:31][CH:32]=[C:33]([CH3:35])[N:34]=1)=[O:27])([CH3:15])[CH3:14]. (9) Given the reactants [N:1]1[CH:6]=[C:5](B(O)O)[CH:4]=[N:3][CH:2]=1.[F:10][C:11]1[CH:16]=[CH:15][CH:14]=[CH:13][C:12]=1[C:17]1[C:25]2[C:20](=[CH:21][N:22]=[C:23](C)[CH:24]=2)[N:19](C2CCCCO2)[N:18]=1, predict the reaction product. The product is: [F:10][C:11]1[CH:16]=[CH:15][CH:14]=[CH:13][C:12]=1[C:17]1[C:25]2[C:20](=[CH:21][N:22]=[C:23]([C:5]3[CH:6]=[N:1][CH:2]=[N:3][CH:4]=3)[CH:24]=2)[NH:19][N:18]=1. (10) The product is: [CH2:1]([O:3][C:4]([C:6]1([C:9]2[CH:14]=[CH:13][C:12]([C:15]3[CH:20]=[CH:19][C:18]([C:21]4[O:25][N:24]=[C:23]([CH3:26])[C:22]=4[CH2:27][N:39]4[C:35]([C:29]5[CH:34]=[CH:33][CH:32]=[CH:31][CH:30]=5)=[CH:36][N:37]=[N:38]4)=[CH:17][CH:16]=3)=[CH:11][CH:10]=2)[CH2:8][CH2:7]1)=[O:5])[CH3:2]. Given the reactants [CH2:1]([O:3][C:4]([C:6]1([C:9]2[CH:14]=[CH:13][C:12]([C:15]3[CH:20]=[CH:19][C:18]([C:21]4[O:25][N:24]=[C:23]([CH3:26])[C:22]=4[CH2:27]Br)=[CH:17][CH:16]=3)=[CH:11][CH:10]=2)[CH2:8][CH2:7]1)=[O:5])[CH3:2].[C:29]1([C:35]2[NH:39][N:38]=[N:37][CH:36]=2)[CH:34]=[CH:33][CH:32]=[CH:31][CH:30]=1, predict the reaction product.